This data is from Drug-target binding data from BindingDB using IC50 measurements. The task is: Regression. Given a target protein amino acid sequence and a drug SMILES string, predict the binding affinity score between them. We predict pIC50 (pIC50 = -log10(IC50 in M); higher means more potent). Dataset: bindingdb_ic50. (1) The small molecule is Nc1nc2c(C(CCO)C3CCCCC3)c[nH]c2c(=O)[nH]1. The target protein (P23492) has sequence MENEFTYEDYETTAKWLLQHTEYRPQVAVICGSGLGGLTAHLKEAQIFDYNEIPNFPQSTVQGHAGRLVFGLLNGRCCVMMQGRFHMYEGYSLSKVTFPVRVFHLLGVETLVVTNAAGGLNPNFEVGDIMLIRDHINLPGFCGQNPLRGPNDERFGVRFPAMSDAYDRDMRQKAFTAWKQMGEQRKLQEGTYVMLAGPNFETVAESRLLKMLGADAVGMSTVPEVIVARHCGLRVFGFSLITNKVVMDYENLEKANHMEVLDAGKAAAQTLERFVSILMESIPLPDRGS. The pIC50 is 5.2. (2) The drug is O=P([O-])([O-])OC1C(O)C(CO)C(OP(=O)([O-])[O-])C(OP(=O)([O-])[O-])C1O. The target protein (Q62688) has sequence MAEGAASREAPAPLDVAGGEDDPRAGADAASGDAAPEASGGRMRDRRSGVALPGNAGVPADSEAGLLEAARATPRRTSIIKDPSNQKCGGRKKTVSFSSMPSEKKISSAHDCISFMQAGCELKKVRPNSRIYNRFFTLDTDLQALRWEPSKKDLEKAKLDISAIKEIRLGKNTETFRNNGLADQICEDCAFSILHGENYESLDLVANSADVANIWVSGLRYLVSRSKQPLDFMEGNQNTPRFMWLKTVFEAADVDGNGIMLEDTSVELIKQLNPTLKESKIRLKFKEIQKSKEKLTTRVTEEEFCEAFCELCTRPEVYFLLVQISKNKEYLDANDLMLFLEVEQGVTHVTEDMCLDIIRRYELSEDGRQKGFLAIDGFTQYLLSPECDIFDPEQKKVAQDMTQPLSHYYINASHNTYLIEDQFRGPADINGYVRALKMGCRSIELDVSDGPDNEPILCNRNNMAMLLSFRSVLEVINKFAFVASEYPLILCLGNHCSLPQ.... The pIC50 is 7.6. (3) The small molecule is O=c1oc2ccccc2c(O)c1Cc1c(O)c2ccccc2oc1=O. The target protein sequence is MGFLAGKKILITGLLSNKSIAYGIAKAMHREGAELAFTYVGQFKDRVEKLCAEFNPAAVLPCDVISDQEIKDLFVELGKVWDGLDAIVHSIAFAPRDQLEGNFIDCVTREGFSIAHDISAYSFAALAKEGRSMMKNRNASMVALTYIGAEKAMPSYNTMGVAKASLEATVRYTALALGEDGIKVNAVSAGPIKTLAASGISNFKKMLDYNAMVSPLKKNVDIMEVGNTVAFLCSDMATGITGEVVHVDAGYHCVSMGNVL. The pIC50 is 4.3. (4) The compound is O=C(c1ccccc1)C1NC(c2ccccc2)c2c1c(O)n(-c1ccc(Cl)c(Cl)c1)c2O. The target protein (Q8P1K1) has sequence MDLQAQLEELKTKTLETLQSLTGNHTKELQDLRVAVLGKKGSLTELLKGLKDLSNDLRPVVGKQVNEVRDLLTKAFEEQAKIVEAAKIQAQLDAESIDVTLPGRQMTLGHRHVLTQTSEEIEDIFLGMGFQIVDGFEVEKDYYNFERMNLPKDHPARDMQDTFYITEEILLRTHTSPVQARTLDQHDFSKGPLKMVSPGRVFRRDTDDATHSHQFHQIEGLVVGKNISMRDLKGTLEMIIKKMFGEERSIRLRPSYFPFTEPSVEVDVSCFKCGGKGCNVCKKTGWIEILGAGMVHPSVLEMSGVDAKEYSGFAFGLGQERIAMLRYGINDIRGFYQGDQRFSEQFN. The pIC50 is 4.5. (5) The small molecule is C=CCc1ccc(S(=O)(=O)N(C)c2ccnn2-c2ccccc2)cc1. The target protein (P33260) has sequence MDPAVALVLCLSCLFLLSLWRQSSGRGRLPSGPTPLPIIGNILQLDVKDMSKSLTNFSKVYGPVFTVYFGLKPIVVLHGYEAVKEALIDHGEEFSGRGSFPVAEKVNKGLGILFSNGKRWKEIRRFCLMTLRNFGMGKRSIEDRVQEEARCLVEELRKTNASPCDPTFILGCAPCNVICSVIFHDRFDYKDQRFLNLMEKFNENLRILSSPWIQVCNNFPALIDYLPGSHNKIAENFAYIKSYVLERIKEHQESLDMNSARDFIDCFLIKMEQEKHNQQSEFTVESLIATVTDMFGAGTETTSTTLRYGLLLLLKYPEVTAKVQEEIECVVGRNRSPCMQDRSHMPYTDAVVHEIQRYIDLLPTNLPHAVTCDVKFKNYLIPKGTTIITSLTSVLHNDKEFPNPEMFDPGHFLDKSGNFKKSDYFMPFSAGKRMCMGEGLARMELFLFLTTILQNFNLKSQVDPKDIDITPIANAFGRVPPLYQLCFIPV. The pIC50 is 5.0. (6) The drug is O=C(c1ccc(C(=O)N2CCN(C3CCCC3)CC2)cc1)N1CCC(N2CCCC2)CC1. The target protein (Q96JM7) has sequence MTESASSTSGQEFDVFSVMDWKDGVGTLPGSDLKFRVNEFGALEVITDENEMENVKKATATTTWMVPTAQEAPTSPPSSRPVFPPAYWTSPPGCPTVFSEKTGMPFRLKDPVKVEGLQFCENCCQYGNVDECLSGGNYCSQNCARHIKDKDQKEERDVEEDNEEEDPKCSRKKKPKLSLKADTKEDGEERDDEMENKQDVRILRGSQRARRKRRGDSAVLKQGLPPKGKKAWCWASYLEEEKAVAVPAKLFKEHQSFPYNKNGFKVGMKLEGVDPEHQSVYCVLTVAEVCGYRIKLHFDGYSDCYDFWVNADALDIHPVGWCEKTGHKLHPPKGYKEEEFNWQTYLKTCKAQAAPKSLFENQNITVIPSGFRVGMKLEAVDKKNPSFICVATVTDMVDNRFLVHFDNWDESYDYWCEASSPHIHPVGWCKEHRRTLITPPGYPNVKHFSWDKYLEETNSLPAPARAFKVKPPHGFQKKMKLEVVDKRNPMFIRVATVADT.... The pIC50 is 5.4. (7) The small molecule is COc1cc(CN(C(=S)Nc2ccccc2)c2ccc(Br)cc2)ccc1O. The target protein (P19419) has sequence MDPSVTLWQFLLQLLREQGNGHIISWTSRDGGEFKLVDAEEVARLWGLRKNKTNMNYDKLSRALRYYYDKNIIRKVSGQKFVYKFVSYPEVAGCSTEDCPPQPEVSVTSTMPNVAPAAIHAAPGDTVSGKPGTPKGAGMAGPGGLARSSRNEYMRSGLYSTFTIQSLQPQPPPHPRPAVVLPSAAPAGAAAPPSGSRSTSPSPLEACLEAEEAGLPLQVILTPPEAPNLKSEELNVEPGLGRALPPEVKVEGPKEELEVAGERGFVPETTKAEPEVPPQEGVPARLPAVVMDTAGQAGGHAASSPEISQPQKGRKPRDLELPLSPSLLGGPGPERTPGSGSGSGLQAPGPALTPSLLPTHTLTPVLLTPSSLPPSIHFWSTLSPIAPRSPAKLSFQFPSSGSAQVHIPSISVDGLSTPVVLSPGPQKP. The pIC50 is 5.8.